From a dataset of hERG Central: cardiac toxicity at 1µM, 10µM, and general inhibition. Predict hERG channel inhibition at various concentrations. (1) The molecule is Cc1ccccc1C(=O)Nc1c(C(=O)N(CCN(C)C)Cc2ccco2)oc2ccccc12. Results: hERG_inhib (hERG inhibition (general)): blocker. (2) The molecule is O=C1N(Cc2cccc(Cl)c2)C[C@@H]2C[C@@H](c3ccc4nonc4c3)N3CCC[C@@]123. Results: hERG_inhib (hERG inhibition (general)): blocker.